The task is: Predict which catalyst facilitates the given reaction.. This data is from Catalyst prediction with 721,799 reactions and 888 catalyst types from USPTO. Reactant: CC1C=CC(S(Cl)(=O)=O)=CC=1.[CH2:12]([OH:16])[CH2:13][C:14]#[CH:15].N1C=CC=CC=1.CC1C=CC(S(OCCC#C)(=O)=O)=CC=1.[O:38]=[CH:39][C:40]1[CH:48]=[CH:47][C:45](O)=[C:42]([O:43][CH3:44])[CH:41]=1. Product: [CH2:12]([O:16][C:45]1[CH:47]=[CH:48][C:40]([CH:39]=[O:38])=[CH:41][C:42]=1[O:43][CH3:44])[CH2:13][C:14]#[CH:15]. The catalyst class is: 2.